From a dataset of NCI-60 drug combinations with 297,098 pairs across 59 cell lines. Regression. Given two drug SMILES strings and cell line genomic features, predict the synergy score measuring deviation from expected non-interaction effect. (1) Drug 1: CNC(=O)C1=CC=CC=C1SC2=CC3=C(C=C2)C(=NN3)C=CC4=CC=CC=N4. Drug 2: CCC1(C2=C(COC1=O)C(=O)N3CC4=CC5=C(C=CC(=C5CN(C)C)O)N=C4C3=C2)O.Cl. Cell line: NCI-H226. Synergy scores: CSS=13.3, Synergy_ZIP=-5.51, Synergy_Bliss=-5.02, Synergy_Loewe=-19.9, Synergy_HSA=-5.49. (2) Drug 1: CC12CCC3C(C1CCC2O)C(CC4=C3C=CC(=C4)O)CCCCCCCCCS(=O)CCCC(C(F)(F)F)(F)F. Drug 2: CN(C(=O)NC(C=O)C(C(C(CO)O)O)O)N=O. Cell line: A498. Synergy scores: CSS=0.952, Synergy_ZIP=0.210, Synergy_Bliss=0.644, Synergy_Loewe=0.232, Synergy_HSA=-0.169.